Regression/Classification. Given a drug SMILES string, predict its toxicity properties. Task type varies by dataset: regression for continuous values (e.g., LD50, hERG inhibition percentage) or binary classification for toxic/non-toxic outcomes (e.g., AMES mutagenicity, cardiotoxicity, hepatotoxicity). Dataset: herg_karim. From a dataset of hERG potassium channel inhibition data for cardiac toxicity prediction from Karim et al.. The drug is CCOC[C@@H](CC(C)C)NC(=O)[C@@H]1CNC[C@H](C(=O)N(c2ccc(C(C)C)cn2)C2CC2)C1.Cl. The result is 1 (blocker).